Dataset: Catalyst prediction with 721,799 reactions and 888 catalyst types from USPTO. Task: Predict which catalyst facilitates the given reaction. (1) Reactant: FC(F)(F)C(O)=O.[NH2:8][C:9]([C:11]1([N:24]([CH2:26][C:27]2[CH:28]=[C:29]3[C:34](=[CH:35][C:36]=2[O:37][CH3:38])[N:33]=[CH:32][N:31]=[C:30]3[NH:39][C:40]2[CH:45]=[CH:44][CH:43]=[C:42]([Cl:46])[C:41]=2[F:47])[CH3:25])[CH2:16][CH2:15][N:14](C(OC(C)(C)C)=O)[CH2:13][CH2:12]1)=[O:10]. Product: [ClH:46].[Cl:46][C:42]1[C:41]([F:47])=[C:40]([NH:39][C:30]2[C:29]3[C:34](=[CH:35][C:36]([O:37][CH3:38])=[C:27]([CH2:26][N:24]([CH3:25])[C:11]4([C:9]([NH2:8])=[O:10])[CH2:16][CH2:15][NH:14][CH2:13][CH2:12]4)[CH:28]=3)[N:33]=[CH:32][N:31]=2)[CH:45]=[CH:44][CH:43]=1. The catalyst class is: 4. (2) Reactant: [NH2:1][C:2]1[CH:3]=[CH:4][C:5]([O:11][CH:12]([C:19]2[CH:24]=[CH:23][CH:22]=[CH:21][CH:20]=2)[C:13]2[CH:18]=[CH:17][CH:16]=[CH:15][CH:14]=2)=[C:6]([C:8](=[O:10])[CH3:9])[CH:7]=1.[CH3:25][O:26][C:27]1[CH:32]=[CH:31][C:30]([N:33]=[C:34]=[O:35])=[CH:29][CH:28]=1. Product: [C:8]([C:6]1[CH:7]=[C:2]([NH:1][C:34]([NH:33][C:30]2[CH:31]=[CH:32][C:27]([O:26][CH3:25])=[CH:28][CH:29]=2)=[O:35])[CH:3]=[CH:4][C:5]=1[O:11][CH:12]([C:13]1[CH:18]=[CH:17][CH:16]=[CH:15][CH:14]=1)[C:19]1[CH:20]=[CH:21][CH:22]=[CH:23][CH:24]=1)(=[O:10])[CH3:9]. The catalyst class is: 1. (3) Reactant: [C:1]([C:5]1[CH:10]=[C:9]([C:11]([CH3:14])([CH3:13])[CH3:12])[CH:8]=[CH:7][C:6]=1[O:15][CH2:16][CH:17]([F:19])[F:18])([CH3:4])([CH3:3])[CH3:2].[I:20]N1C(=O)CCC1=O.O.C1(C)C=CC(S(O)(=O)=O)=CC=1. Product: [C:1]([C:5]1[CH:10]=[C:9]([C:11]([CH3:12])([CH3:13])[CH3:14])[CH:8]=[C:7]([I:20])[C:6]=1[O:15][CH2:16][CH:17]([F:18])[F:19])([CH3:2])([CH3:3])[CH3:4]. The catalyst class is: 4. (4) Reactant: Cl[C:2]1[CH:11]=[CH:10][C:9]2[C:4](=[CH:5][CH:6]=[C:7]([N+:12]([O-:14])=[O:13])[CH:8]=2)[N:3]=1.[F:15][C:16]1[CH:25]=[CH:24][C:19]2[CH:20]([NH2:23])[CH2:21][O:22][C:18]=2[CH:17]=1.C(N(C(C)C)C(C)C)C. Product: [F:15][C:16]1[CH:25]=[CH:24][C:19]2[CH:20]([NH:23][C:2]3[CH:11]=[CH:10][C:9]4[C:4](=[CH:5][CH:6]=[C:7]([N+:12]([O-:14])=[O:13])[CH:8]=4)[N:3]=3)[CH2:21][O:22][C:18]=2[CH:17]=1. The catalyst class is: 60. (5) Reactant: Cl[C:2]1[C:11]([CH2:12][C:13]2[CH:18]=[CH:17][C:16]([N:19]3[CH:23]=[CH:22][CH:21]=[N:20]3)=[CH:15][CH:14]=2)=[C:10]([Cl:24])[C:9]2[C:4](=[CH:5][CH:6]=[C:7]([C:25]([C:37]3[N:41]([CH3:42])[CH:40]=[N:39][CH:38]=3)([C:27]3[CH:28]=[N:29][C:30]([C:33]([F:36])([F:35])[F:34])=[CH:31][CH:32]=3)[OH:26])[CH:8]=2)[N:3]=1.Cl.[CH3:44][O:45][CH:46]1[CH2:49][NH:48][CH2:47]1.CN(C=O)C. Product: [Cl:24][C:10]1[C:9]2[C:4](=[CH:5][CH:6]=[C:7]([C:25]([C:37]3[N:41]([CH3:42])[CH:40]=[N:39][CH:38]=3)([C:27]3[CH:28]=[N:29][C:30]([C:33]([F:35])([F:36])[F:34])=[CH:31][CH:32]=3)[OH:26])[CH:8]=2)[N:3]=[C:2]([N:48]2[CH2:49][CH:46]([O:45][CH3:44])[CH2:47]2)[C:11]=1[CH2:12][C:13]1[CH:14]=[CH:15][C:16]([N:19]2[CH:23]=[CH:22][CH:21]=[N:20]2)=[CH:17][CH:18]=1. The catalyst class is: 25. (6) Reactant: [S-:1][C:2]#[N:3].[K+].[NH2:5][C:6]1[CH:7]=[CH:8][C:9]([O:12][C:13]2[CH:14]=[C:15]([NH:20][C:21](=[O:33])[C:22]3[CH:27]=[CH:26][CH:25]=[C:24]([C:28]([C:31]#[N:32])([CH3:30])[CH3:29])[CH:23]=3)[CH:16]=[CH:17][C:18]=2[Cl:19])=[N:10][CH:11]=1.BrBr. Product: [NH2:3][C:2]1[S:1][C:11]2[C:6]([N:5]=1)=[CH:7][CH:8]=[C:9]([O:12][C:13]1[CH:14]=[C:15]([NH:20][C:21](=[O:33])[C:22]3[CH:27]=[CH:26][CH:25]=[C:24]([C:28]([C:31]#[N:32])([CH3:29])[CH3:30])[CH:23]=3)[CH:16]=[CH:17][C:18]=1[Cl:19])[N:10]=2. The catalyst class is: 15. (7) Reactant: [CH2:1]([O:8][C:9]([NH:11][CH2:12][C:13]1([C:28](=[O:36])[NH:29][C:30]2[CH:35]=[CH:34][CH:33]=[CH:32][CH:31]=2)[CH2:18][CH2:17][CH2:16][N:15](C(OCC[Si](C)(C)C)=O)[CH2:14]1)=[O:10])[C:2]1[CH:7]=[CH:6][CH:5]=[CH:4][CH:3]=1.CCCC[N+](CCCC)(CCCC)CCCC.[F-]. Product: [C:30]1([NH:29][C:28]([C:13]2([CH2:12][NH:11][C:9](=[O:10])[O:8][CH2:1][C:2]3[CH:7]=[CH:6][CH:5]=[CH:4][CH:3]=3)[CH2:18][CH2:17][CH2:16][NH:15][CH2:14]2)=[O:36])[CH:31]=[CH:32][CH:33]=[CH:34][CH:35]=1. The catalyst class is: 1. (8) Reactant: Br[CH:2]([C:5]1[N:10]([CH2:11][C:12]2[CH:17]=[CH:16][CH:15]=[CH:14][CH:13]=2)[C:9](=[O:18])[C:8]([CH3:19])=[C:7]([CH3:20])[N:6]=1)[CH2:3][CH3:4].[CH3:21][C:22]1[CH:27]=[CH:26][C:25]([CH:28]2[NH:33][CH2:32][CH2:31][N:30](C(OC(C)(C)C)=O)[CH2:29]2)=[CH:24][CH:23]=1.CC1C=CC(C2CNCCN2)=CC=1.CC(OC(OC(OC(C)(C)C)=O)=O)(C)C.[Br-]. Product: [CH3:19][C:8]1[C:9](=[O:18])[N:10]([CH2:11][C:12]2[CH:17]=[CH:16][CH:15]=[CH:14][CH:13]=2)[C:5]([CH:2]([N:33]2[CH2:32][CH2:31][NH:30][CH2:29][CH:28]2[C:25]2[CH:26]=[CH:27][C:22]([CH3:21])=[CH:23][CH:24]=2)[CH2:3][CH3:4])=[N:6][C:7]=1[CH3:20]. The catalyst class is: 8. (9) The catalyst class is: 5. Product: [CH3:2][C:3]1([CH3:26])[CH2:12][CH2:11][C:10]([CH3:13])([CH3:14])[C:9]2[CH:8]=[C:7]([C:15]3[N:16]=[N:17][N:18]([CH:20]4[CH2:25][CH2:24][N:23]([CH2:28][CH2:29][CH2:30][CH2:31][OH:32])[CH2:22][CH2:21]4)[CH:19]=3)[CH:6]=[CH:5][C:4]1=2. Reactant: Cl.[CH3:2][C:3]1([CH3:26])[CH2:12][CH2:11][C:10]([CH3:14])([CH3:13])[C:9]2[CH:8]=[C:7]([C:15]3[N:16]=[N:17][N:18]([CH:20]4[CH2:25][CH2:24][NH:23][CH2:22][CH2:21]4)[CH:19]=3)[CH:6]=[CH:5][C:4]1=2.Cl[CH2:28][CH2:29][CH2:30][CH2:31][O:32]C(=O)C.[OH-].[Na+]. (10) Reactant: [CH2:1]1[C:9]2[C:4](=[CH:5][CH:6]=[CH:7][CH:8]=2)[CH2:3][CH:2]1[CH2:10][C:11](OCC)=[O:12].[H-].[H-].[H-].[H-].[Li+].[Al+3].CCOC(C)=O. Product: [CH2:3]1[C:4]2[C:9](=[CH:8][CH:7]=[CH:6][CH:5]=2)[CH2:1][CH:2]1[CH2:10][CH2:11][OH:12]. The catalyst class is: 1.